This data is from Catalyst prediction with 721,799 reactions and 888 catalyst types from USPTO. The task is: Predict which catalyst facilitates the given reaction. (1) Reactant: C1(P(C2C=CC=CC=2)C2C=CC=CC=2)C=CC=CC=1.[Br:20]Br.[OH:22][C:23]1[CH:32]=[CH:31][C:30]2[C:25](=[CH:26][C:27](O)=[CH:28][CH:29]=2)[CH:24]=1. Product: [Br:20][C:27]1[CH:26]=[C:25]2[C:30]([CH:31]=[CH:32][C:23]([OH:22])=[CH:24]2)=[CH:29][CH:28]=1. The catalyst class is: 291. (2) Reactant: [OH:1][C:2]1[CH:7]=[CH:6][C:5]([C:8](=[O:20])[CH2:9][C:10]2[CH:19]=[CH:18][C:13]([C:14]([O:16]C)=[O:15])=[CH:12][CH:11]=2)=[CH:4][CH:3]=1.Cl. Product: [OH:1][C:2]1[CH:3]=[CH:4][C:5]([C:8](=[O:20])[CH2:9][C:10]2[CH:11]=[CH:12][C:13]([C:14]([OH:16])=[O:15])=[CH:18][CH:19]=2)=[CH:6][CH:7]=1. The catalyst class is: 12. (3) The catalyst class is: 25. Reactant: Cl[C:2]1[CH:30]=[CH:29][C:5]([C:6]([NH:8][CH2:9][CH2:10][NH:11][C:12]([C:14]2[C:15]([C:25]([F:28])([F:27])[F:26])=[N:16][N:17]([C:19]3[CH:24]=[CH:23][CH:22]=[CH:21][CH:20]=3)[CH:18]=2)=[O:13])=[O:7])=[CH:4][N:3]=1.[S-:31][CH2:32][CH3:33].[Na+].C1COCC1. Product: [CH2:32]([S:31][C:2]1[CH:30]=[CH:29][C:5]([C:6]([NH:8][CH2:9][CH2:10][NH:11][C:12]([C:14]2[C:15]([C:25]([F:28])([F:27])[F:26])=[N:16][N:17]([C:19]3[CH:24]=[CH:23][CH:22]=[CH:21][CH:20]=3)[CH:18]=2)=[O:13])=[O:7])=[CH:4][N:3]=1)[CH3:33]. (4) Reactant: [CH3:1][O:2][C:3]([C:5]1[CH:10]=[CH:9][C:8](=[O:11])[N:7]([CH3:12])[C:6]=1[NH:13][C:14]1[CH:19]=[CH:18][C:17]([Br:20])=[CH:16][C:15]=1[F:21])=[O:4].[Br:22]N1C(=O)CCC1=O. Product: [CH3:1][O:2][C:3]([C:5]1[CH:10]=[C:9]([Br:22])[C:8](=[O:11])[N:7]([CH3:12])[C:6]=1[NH:13][C:14]1[CH:19]=[CH:18][C:17]([Br:20])=[CH:16][C:15]=1[F:21])=[O:4]. The catalyst class is: 3.